From a dataset of NCI-60 drug combinations with 297,098 pairs across 59 cell lines. Regression. Given two drug SMILES strings and cell line genomic features, predict the synergy score measuring deviation from expected non-interaction effect. (1) Drug 1: CC1=C2C(C(=O)C3(C(CC4C(C3C(C(C2(C)C)(CC1OC(=O)C(C(C5=CC=CC=C5)NC(=O)OC(C)(C)C)O)O)OC(=O)C6=CC=CC=C6)(CO4)OC(=O)C)OC)C)OC. Drug 2: C1CC(=O)NC(=O)C1N2CC3=C(C2=O)C=CC=C3N. Cell line: NCI-H522. Synergy scores: CSS=64.9, Synergy_ZIP=19.0, Synergy_Bliss=19.6, Synergy_Loewe=-4.42, Synergy_HSA=21.2. (2) Drug 1: C1=CC(=CC=C1CCC2=CNC3=C2C(=O)NC(=N3)N)C(=O)NC(CCC(=O)O)C(=O)O. Drug 2: C1=NC2=C(N1)C(=S)N=C(N2)N. Cell line: OVCAR-4. Synergy scores: CSS=40.5, Synergy_ZIP=-2.35, Synergy_Bliss=-2.23, Synergy_Loewe=1.95, Synergy_HSA=3.22.